Predict the product of the given reaction. From a dataset of Forward reaction prediction with 1.9M reactions from USPTO patents (1976-2016). (1) Given the reactants Br[C:2]1[CH:3]=[C:4]2[CH:10]=[CH:9][NH:8][C:5]2=[N:6][CH:7]=1.[CH3:11][Si:12]([CH3:16])([CH3:15])[C:13]#[CH:14].C1(P(C2C=CC=CC=2)C2C=CC=CC=2)C=CC=CC=1.C(N(CC)CC)C, predict the reaction product. The product is: [CH3:11][Si:12]([C:13]#[C:14][C:2]1[CH:3]=[C:4]2[CH:10]=[CH:9][NH:8][C:5]2=[N:6][CH:7]=1)([CH3:16])[CH3:15]. (2) Given the reactants [CH:1]1([C:4]2[CH:5]=[C:6]([C:16]([OH:18])=O)[C:7]3[CH:12]=[N:11][N:10]([CH:13]([CH3:15])[CH3:14])[C:8]=3[N:9]=2)[CH2:3][CH2:2]1.Cl.[NH2:20][CH2:21][C:22]1[C:23](=[O:32])[NH:24][C:25]([CH:29]2[CH2:31][CH2:30]2)=[CH:26][C:27]=1[CH3:28].ON1C2N=CC=CC=2N=N1.C(Cl)CCl.CN1CCOCC1, predict the reaction product. The product is: [CH:1]1([C:4]2[CH:5]=[C:6]([C:16]([NH:20][CH2:21][C:22]3[C:23](=[O:32])[NH:24][C:25]([CH:29]4[CH2:30][CH2:31]4)=[CH:26][C:27]=3[CH3:28])=[O:18])[C:7]3[CH:12]=[N:11][N:10]([CH:13]([CH3:14])[CH3:15])[C:8]=3[N:9]=2)[CH2:2][CH2:3]1. (3) Given the reactants [F:1][C:2]([F:24])([F:23])[C:3]1[CH:4]=[C:5]([C:13]2[N:17]=[CH:16][N:15](/[CH:18]=[CH:19]\[C:20]([OH:22])=O)[N:14]=2)[CH:6]=[C:7]([C:9]([F:12])([F:11])[F:10])[CH:8]=1.[CH3:25][C:26]1([CH3:37])[N:31]([CH2:32][C:33]([NH:35][NH2:36])=[O:34])[CH2:30][CH2:29][O:28][CH2:27]1.C1COCC1.CCN(C(C)C)C(C)C, predict the reaction product. The product is: [F:1][C:2]([F:24])([F:23])[C:3]1[CH:4]=[C:5]([C:13]2[N:17]=[CH:16][N:15](/[CH:18]=[CH:19]\[C:20]([N:35]([C:33](=[O:34])[CH2:32][N:31]3[CH2:30][CH2:29][O:28][CH2:27][C:26]3([CH3:25])[CH3:37])[NH2:36])=[O:22])[N:14]=2)[CH:6]=[C:7]([C:9]([F:12])([F:11])[F:10])[CH:8]=1. (4) The product is: [CH2:34]([N:4]([CH2:1][CH2:2][CH3:3])[CH2:5][CH2:6][CH2:7][CH2:8][CH:9]1[CH2:17][C:16]2[C:11](=[CH:12][CH:13]=[C:14]([CH2:18][N:19]3[C:20](=[O:29])[C:21]4[C:26](=[CH:25][CH:24]=[CH:23][CH:22]=4)[C:27]3=[O:28])[CH:15]=2)[CH:10]1[O:30][CH3:31])[CH2:35][CH3:36]. Given the reactants [CH2:1]([N:4]([CH2:34][CH2:35][CH3:36])[CH2:5][CH2:6][CH2:7][CH2:8][CH:9]1[CH2:17][C:16]2[C:11](=[CH:12][CH:13]=[C:14]([CH2:18][N:19]3[C:27](=[O:28])[C:26]4[C:21](=[CH:22][CH:23]=[CH:24][CH:25]=4)[C:20]3=[O:29])[CH:15]=2)[CH:10]1[O:30][CH2:31]OC)[CH2:2][CH3:3].Cl.CO, predict the reaction product. (5) Given the reactants [CH2:1]([C:6]1[CH:11]=[CH:10][CH:9]=[CH:8][CH:7]=1)[C:2]([CH3:5])([CH3:4])[CH3:3].[N+:12]([O-])(O)=O.[C:16]([O:19]C(=O)C)(=O)[CH3:17], predict the reaction product. The product is: [CH2:1]([C:6]1[CH:7]=[CH:8][C:9]([NH:12][C:16](=[O:19])[CH3:17])=[CH:10][CH:11]=1)[C:2]([CH3:5])([CH3:4])[CH3:3]. (6) Given the reactants IC.[F:3][C:4]1[CH:9]=[CH:8][C:7]([C:10]([N:12]2[CH2:17][CH2:16][N:15]3[N:18]=[C:19]([CH2:22][O:23][C:24]4[CH:29]=[CH:28][CH:27]=[CH:26][CH:25]=4)[C:20]([OH:21])=[C:14]3[CH2:13]2)=[O:11])=[CH:6][CH:5]=1.[C:30]([O-])([O-])=O.[Cs+].[Cs+], predict the reaction product. The product is: [F:3][C:4]1[CH:5]=[CH:6][C:7]([C:10]([N:12]2[CH2:17][CH2:16][N:15]3[N:18]=[C:19]([CH2:22][O:23][C:24]4[CH:25]=[CH:26][CH:27]=[CH:28][CH:29]=4)[C:20]([O:21][CH3:30])=[C:14]3[CH2:13]2)=[O:11])=[CH:8][CH:9]=1. (7) Given the reactants C(N(CC)CC)C.[O:8]=[C:9]1[N:15]([CH:16]2[CH2:21][CH2:20][N:19]([C:22]([O:24][C@@H:25]([C:39]([OH:41])=O)[CH2:26][C:27]3[CH:32]=[C:31]([C:33]([F:36])([F:35])[F:34])[C:30]([NH2:37])=[C:29]([Cl:38])[CH:28]=3)=[O:23])[CH2:18][CH2:17]2)[CH2:14][CH2:13][C:12]2[CH:42]=[CH:43][CH:44]=[CH:45][C:11]=2[NH:10]1.[CH2:46]([O:48][C:49](=[O:64])[CH2:50][N:51]1[CH2:56][CH2:55][C:54]([CH3:63])([N:57]2[CH2:62][CH2:61][NH:60][CH2:59][CH2:58]2)[CH2:53][CH2:52]1)[CH3:47].CN(C(ON1N=NC2C=CC=CC1=2)=[N+](C)C)C.[B-](F)(F)(F)F, predict the reaction product. The product is: [O:8]=[C:9]1[N:15]([CH:16]2[CH2:17][CH2:18][N:19]([C:22]([O:24][C@H:25]([CH2:26][C:27]3[CH:32]=[C:31]([C:33]([F:35])([F:34])[F:36])[C:30]([NH2:37])=[C:29]([Cl:38])[CH:28]=3)[C:39]([N:60]3[CH2:61][CH2:62][N:57]([C:54]4([CH3:63])[CH2:55][CH2:56][N:51]([CH2:50][C:49]([O:48][CH2:46][CH3:47])=[O:64])[CH2:52][CH2:53]4)[CH2:58][CH2:59]3)=[O:41])=[O:23])[CH2:20][CH2:21]2)[CH2:14][CH2:13][C:12]2[CH:42]=[CH:43][CH:44]=[CH:45][C:11]=2[NH:10]1. (8) Given the reactants [Cl:1][C:2]1[C:7]([C:8]([F:11])([F:10])[F:9])=[CH:6][CH:5]=[CH:4][C:3]=1[CH2:12][N+:13]#[C-:14].[CH2:15]([CH:20]=O)[CH2:16][C:17](O)=[O:18].[CH:22]1([NH2:25])[CH2:24][CH2:23]1.C[OH:27], predict the reaction product. The product is: [Cl:1][C:2]1[C:7]([C:8]([F:10])([F:11])[F:9])=[CH:6][CH:5]=[CH:4][C:3]=1[CH2:12][NH:13][C:14](=[O:27])[C@@H:20]1[CH2:15][CH2:16][C:17](=[O:18])[N:25]1[CH:22]1[CH2:24][CH2:23]1. (9) Given the reactants [CH3:1][O:2][C:3]1[CH:8]=[C:7]([O:9][CH3:10])[CH:6]=[CH:5][C:4]=1[C:11]1[NH:12][C@@H:13]([CH2:18][C:19]2[CH:24]=[CH:23][C:22]([OH:25])=[CH:21][CH:20]=2)[C:14](=[O:17])[S:15][CH:16]=1.COC1C=C(OC)C=CC=1C1CSC(=O)[C@H](CC2C=CC(O)=CC=2)N=1.O1CCCC1, predict the reaction product. The product is: [CH3:1][O:2][C:3]1[CH:8]=[C:7]([O:9][CH3:10])[CH:6]=[CH:5][C:4]=1[C@H:11]1[NH:12][C@@H:13]([CH2:18][C:19]2[CH:20]=[CH:21][C:22]([OH:25])=[CH:23][CH:24]=2)[C:14](=[O:17])[S:15][CH2:16]1.